This data is from Full USPTO retrosynthesis dataset with 1.9M reactions from patents (1976-2016). The task is: Predict the reactants needed to synthesize the given product. (1) Given the product [Br:1][C:2]1[C:3]([N:18]2[CH2:23][CH2:22][C:21]([CH3:25])([CH3:24])[CH2:20][CH2:19]2)=[C:4]([C@H:10]([O:17][C:27]([CH3:29])([CH3:28])[CH3:26])[C:11]([O:13][CH:14]([CH3:16])[CH3:15])=[O:12])[C:5]([CH3:9])=[N:6][C:7]=1[CH3:8], predict the reactants needed to synthesize it. The reactants are: [Br:1][C:2]1[C:3]([N:18]2[CH2:23][CH2:22][C:21]([CH3:25])([CH3:24])[CH2:20][CH2:19]2)=[C:4]([C@H:10]([OH:17])[C:11]([O:13][CH:14]([CH3:16])[CH3:15])=[O:12])[C:5]([CH3:9])=[N:6][C:7]=1[CH3:8].[CH3:26][C:27](=[CH2:29])[CH3:28].C([O-])([O-])=O.[Na+].[Na+]. (2) Given the product [NH2:27][C:23]1[N:24]=[CH:25][N:26]=[C:21]([NH:1][C@H:2]([C:5]2[N:14]([CH:15]3[CH2:16][CH2:17]3)[C:13](=[O:18])[C:12]3[C:7](=[CH:8][CH:9]=[CH:10][C:11]=3[Cl:19])[N:6]=2)[CH2:3][CH3:4])[C:22]=1[C:28]1[O:32][N:31]=[C:30]([CH2:33][CH3:34])[N:29]=1, predict the reactants needed to synthesize it. The reactants are: [NH2:1][C@H:2]([C:5]1[N:14]([CH:15]2[CH2:17][CH2:16]2)[C:13](=[O:18])[C:12]2[C:7](=[CH:8][CH:9]=[CH:10][C:11]=2[Cl:19])[N:6]=1)[CH2:3][CH3:4].Cl[C:21]1[N:26]=[CH:25][N:24]=[C:23]([NH2:27])[C:22]=1[C:28]1[O:32][N:31]=[C:30]([CH2:33][CH3:34])[N:29]=1.CCN(C(C)C)C(C)C.CCOC(C)=O. (3) Given the product [O:7]1[C:8]2[CH:13]=[CH:12][CH:11]=[CH:10][C:9]=2[C:5](=[O:4])[CH2:6]1, predict the reactants needed to synthesize it. The reactants are: C([O:4][C:5]1[C:9]2[CH:10]=[C:11](Cl)[CH:12]=[C:13](CN3CCN(C)CC3)[C:8]=2[O:7][CH:6]=1)(=O)C.O.Cl. (4) Given the product [CH2:1]([NH:9][C:10]([N:12]([CH3:13])[CH2:16][C@@H:15]([C@H:20]([C@@H:22]([C@@H:24]([CH2:26][OH:27])[OH:25])[OH:23])[OH:21])[OH:31])=[O:11])[CH2:2][CH2:3][CH2:4][CH2:5][CH2:6][CH2:7][CH3:8], predict the reactants needed to synthesize it. The reactants are: [CH2:1]([NH:9][C:10]([N:12]1[CH:16]=[CH:15]N=[CH:13]1)=[O:11])[CH2:2][CH2:3][CH2:4][CH2:5][CH2:6][CH2:7][CH3:8].CNC[C@@H:20]([C@H:22]([C@@H:24]([C@@H:26](CO)[OH:27])[OH:25])[OH:23])[OH:21].C[OH:31].